From a dataset of Forward reaction prediction with 1.9M reactions from USPTO patents (1976-2016). Predict the product of the given reaction. (1) Given the reactants [CH3:1][N:2]1[CH2:15][CH2:14][C:5]2[NH:6][C:7]3[CH:8]=[CH:9][C:10]([CH3:13])=[CH:11][C:12]=3[C:4]=2[CH2:3]1.[OH-].[K+].[CH:18]([C:20]1[C:21]2[CH:28]=[CH:27][CH:26]=[CH:25][C:22]=2[S:23][CH:24]=1)=[CH2:19], predict the reaction product. The product is: [S:23]1[CH:24]=[C:20]([CH2:18][CH2:19][N:6]2[C:7]3[CH:8]=[CH:9][C:10]([CH3:13])=[CH:11][C:12]=3[C:4]3[CH2:3][N:2]([CH3:1])[CH2:15][CH2:14][C:5]2=3)[C:21]2[CH:28]=[CH:27][CH:26]=[CH:25][C:22]1=2. (2) Given the reactants Br[C:2]1[CH:7]=[CH:6][C:5]([Cl:8])=[C:4]([Cl:9])[CH:3]=1.[Li]CCCC.[F:15][C:16]([F:23])([CH3:22])[C:17](OCC)=[O:18], predict the reaction product. The product is: [Cl:9][C:4]1[CH:3]=[C:2]([C:17](=[O:18])[C:16]([F:23])([F:15])[CH3:22])[CH:7]=[CH:6][C:5]=1[Cl:8]. (3) Given the reactants [CH2:1]([N:5]([S:32]([C:35]1[CH:40]=[CH:39][C:38]([CH3:41])=[CH:37][CH:36]=1)(=[O:34])=[O:33])[C@H:6]([C:29]([OH:31])=[O:30])[CH2:7][CH2:8][CH2:9][CH2:10][NH:11]C(OCC1C2C=CC=CC=2C2C1=CC=CC=2)=O)[CH:2]([CH3:4])[CH3:3].[CH3:42][C:43]1[CH:48]=[CH:47][C:46]([S:49]([NH:52][C@H:53]([C:58]([OH:60])=O)[CH2:54][C:55]([OH:57])=[O:56])(=[O:51])=[O:50])=[CH:45][CH:44]=1, predict the reaction product. The product is: [CH3:42][C:43]1[CH:44]=[CH:45][C:46]([S:49]([NH:52][C@H:53]([C:58]([NH:11][CH2:10][CH2:9][CH2:8][CH2:7][C@H:6]([N:5]([S:32]([C:35]2[CH:40]=[CH:39][C:38]([CH3:41])=[CH:37][CH:36]=2)(=[O:34])=[O:33])[CH2:1][CH:2]([CH3:4])[CH3:3])[C:29]([OH:31])=[O:30])=[O:60])[CH2:54][C:55]([OH:57])=[O:56])(=[O:50])=[O:51])=[CH:47][CH:48]=1. (4) Given the reactants [Cl:1][C:2]1[CH:30]=[CH:29][C:5]2[N:6]([CH2:24][CH2:25][CH2:26][CH2:27][F:28])[C:7]([CH2:9][N:10]3[C:14]4[CH:15]=[N:16][CH:17]=[CH:18][C:13]=4[N:12](S(C)(=O)=O)[C:11]3=[O:23])=[N:8][C:4]=2[CH:3]=1, predict the reaction product. The product is: [Cl:1][C:2]1[CH:30]=[CH:29][C:5]2[N:6]([CH2:24][CH2:25][CH2:26][CH2:27][F:28])[C:7]([CH2:9][N:10]3[C:14]4[CH:15]=[N:16][CH:17]=[CH:18][C:13]=4[NH:12][C:11]3=[O:23])=[N:8][C:4]=2[CH:3]=1. (5) Given the reactants Cl[C:2]1[N:7]=[C:6]([NH:8][CH3:9])[N:5]=[C:4]([N:10]2[CH2:15][CH2:14][CH:13]([C:16]([NH:18][CH2:19][C:20]3[CH:25]=[CH:24][CH:23]=[CH:22][C:21]=3[C:26]([F:29])([F:28])[F:27])=[O:17])[CH2:12][CH2:11]2)[N:3]=1.[C:30]1([C@@H:36]([CH3:39])[CH2:37][NH2:38])[CH:35]=[CH:34][CH:33]=[CH:32][CH:31]=1, predict the reaction product. The product is: [CH3:9][NH:8][C:6]1[N:7]=[C:2]([NH:38][CH2:37][C@@H:36]([C:30]2[CH:35]=[CH:34][CH:33]=[CH:32][CH:31]=2)[CH3:39])[N:3]=[C:4]([N:10]2[CH2:11][CH2:12][CH:13]([C:16]([NH:18][CH2:19][C:20]3[CH:25]=[CH:24][CH:23]=[CH:22][C:21]=3[C:26]([F:29])([F:27])[F:28])=[O:17])[CH2:14][CH2:15]2)[N:5]=1. (6) Given the reactants [O-]P([O-])([O-])=O.[K+].[K+].[K+].[C:9]([O:13][C:14]([N:16]1[CH2:20][CH2:19][C@H:18]([O:21][C:22]2[CH:23]=[CH:24][C:25]3[O:30][CH2:29][CH2:28][NH:27][C:26]=3[CH:31]=2)[CH2:17]1)=[O:15])([CH3:12])([CH3:11])[CH3:10].[CH3:32][O:33][C:34](=[O:44])[C:35]1[CH:40]=[C:39](Br)[CH:38]=[N:37][C:36]=1[O:42][CH3:43], predict the reaction product. The product is: [CH3:32][O:33][C:34](=[O:44])[C:35]1[CH:40]=[C:39]([N:27]2[C:26]3[CH:31]=[C:22]([O:21][C@H:18]4[CH2:19][CH2:20][N:16]([C:14]([O:13][C:9]([CH3:12])([CH3:10])[CH3:11])=[O:15])[CH2:17]4)[CH:23]=[CH:24][C:25]=3[O:30][CH2:29][CH2:28]2)[CH:38]=[N:37][C:36]=1[O:42][CH3:43]. (7) Given the reactants [CH3:1][C:2]1[CH:3]=[C:4]([CH:22]=[CH:23][C:24]=1[CH3:25])[C:5]([C:7]1[C:16](=[O:17])[C:15]2[CH:14]=[C:13]3[O:18][CH2:19][CH2:20][O:21][C:12]3=[CH:11][C:10]=2[NH:9][CH:8]=1)=[O:6].[H-].[Na+].Br.Br[CH2:30][C:31]1[CH:32]=[N:33][CH:34]=[CH:35][CH:36]=1, predict the reaction product. The product is: [CH3:1][C:2]1[CH:3]=[C:4]([CH:22]=[CH:23][C:24]=1[CH3:25])[C:5]([C:7]1[C:16](=[O:17])[C:15]2[CH:14]=[C:13]3[O:18][CH2:19][CH2:20][O:21][C:12]3=[CH:11][C:10]=2[N:9]([CH2:30][C:31]2[CH:32]=[N:33][CH:34]=[CH:35][CH:36]=2)[CH:8]=1)=[O:6].